From a dataset of Reaction yield outcomes from USPTO patents with 853,638 reactions. Predict the reaction yield, written as a fraction of the theoretical maximum amount of product (1.0 means a 100% yield; for example, 0.34 means a 34% yield). (1) The reactants are Br[C:2]1[C:7]([N+:8]([O-:10])=[O:9])=[CH:6][CH:5]=[C:4]([Br:11])[N:3]=1.C(N(CC)CC)C.[CH2:19]([NH:26][CH2:27][C@H:28]([OH:30])[CH3:29])[C:20]1[CH:25]=[CH:24][CH:23]=[CH:22][CH:21]=1. The catalyst is C(O)C. The product is [CH2:19]([N:26]([C:2]1[C:7]([N+:8]([O-:10])=[O:9])=[CH:6][CH:5]=[C:4]([Br:11])[N:3]=1)[CH2:27][C@H:28]([OH:30])[CH3:29])[C:20]1[CH:25]=[CH:24][CH:23]=[CH:22][CH:21]=1. The yield is 0.850. (2) The reactants are [C:1]1([C:7]2[CH:12]=[CH:11][C:10]([OH:13])=[CH:9][CH:8]=2)[CH:6]=[CH:5][CH:4]=[CH:3][CH:2]=1.C(=O)([O-])[O-].[K+].[K+].Cl[CH2:21][CH2:22][CH2:23][CH2:24][CH2:25][CH2:26][OH:27]. The catalyst is CN(C)C=O.O. The product is [OH:27][CH2:26][CH2:25][CH2:24][CH2:23][CH2:22][CH2:21][O:13][C:10]1[CH:9]=[CH:8][C:7]([C:1]2[CH:2]=[CH:3][CH:4]=[CH:5][CH:6]=2)=[CH:12][CH:11]=1. The yield is 0.850. (3) The reactants are [Br:1][C:2]1[C:3]([N:24]2[CH2:29][CH2:28][CH2:27][C@@H:26]([NH:30]C(=O)OC(C)(C)C)[CH2:25]2)=[C:4]2[C:10]([NH:11][C:12]([C:14]3[CH:23]=[N:22][C:21]4[C:16](=[CH:17][CH:18]=[CH:19][CH:20]=4)[N:15]=3)=[O:13])=[CH:9][NH:8][C:5]2=[N:6][CH:7]=1.C(O)(C(F)(F)F)=O.C(Cl)[Cl:46]. No catalyst specified. The product is [ClH:46].[NH2:30][C@@H:26]1[CH2:27][CH2:28][CH2:29][N:24]([C:3]2[C:2]([Br:1])=[CH:7][N:6]=[C:5]3[NH:8][CH:9]=[C:10]([NH:11][C:12]([C:14]4[CH:23]=[N:22][C:21]5[C:16](=[CH:17][CH:18]=[CH:19][CH:20]=5)[N:15]=4)=[O:13])[C:4]=23)[CH2:25]1. The yield is 0.180. (4) The yield is 0.970. The reactants are C([O:4][C@@H:5]([CH2:8][C:9]1[CH:14]=[C:13]([F:15])[CH:12]=[CH:11][C:10]=1[OH:16])[CH2:6][Br:7])(=O)C.Cl. The catalyst is CO. The product is [Br:7][CH2:6][C@@H:5]([OH:4])[CH2:8][C:9]1[CH:14]=[C:13]([F:15])[CH:12]=[CH:11][C:10]=1[OH:16]. (5) The reactants are [C:1]1([C:16]2[CH:21]=[CH:20][CH:19]=[CH:18][CH:17]=2)[CH:6]=[CH:5][CH:4]=[C:3]([CH2:7][C:8]([C:10]2[CH:15]=[CH:14][CH:13]=[CH:12][CH:11]=2)=O)[CH:2]=1.[CH2:22]([O:24][C:25]1[CH:26]=[C:27]([CH:30]=[C:31]([N+:34]([O-:36])=[O:35])[C:32]=1[OH:33])[CH:28]=O)[CH3:23].[NH2:37][C:38]([NH2:40])=[O:39].Cl. The catalyst is C(O)C. The product is [C:1]1([C:16]2[CH:21]=[CH:20][CH:19]=[CH:18][CH:17]=2)[CH:6]=[CH:5][CH:4]=[C:3]([C:7]2[CH:28]([C:27]3[CH:30]=[C:31]([N+:34]([O-:36])=[O:35])[C:32]([OH:33])=[C:25]([O:24][CH2:22][CH3:23])[CH:26]=3)[NH:37][C:38](=[O:39])[NH:40][C:8]=2[C:10]2[CH:15]=[CH:14][CH:13]=[CH:12][CH:11]=2)[CH:2]=1. The yield is 0.112. (6) The reactants are CC1(C)[C@H]2CC[C@]1(CS(O)(=O)=O)C(=O)C2.[Br:16][C:17]1[CH:18]=[C:19]2[C:23](=[CH:24][CH:25]=1)[CH2:22][C@H:21]([NH2:26])[CH2:20]2.O.[C:28](Cl)(=[O:37])[O:29][CH2:30][C:31]1[CH:36]=[CH:35][CH:34]=[CH:33][CH:32]=1. The catalyst is CCOC(C)=O. The product is [Br:16][C:17]1[CH:18]=[C:19]2[C:23](=[CH:24][CH:25]=1)[CH2:22][C@H:21]([NH:26][C:28](=[O:37])[O:29][CH2:30][C:31]1[CH:36]=[CH:35][CH:34]=[CH:33][CH:32]=1)[CH2:20]2. The yield is 0.990. (7) The product is [CH3:30][C:28]1[N:29]=[C:25]([N:22]2[CH:10]=[C:9]([CH2:8][CH2:7][C:1]3[CH:2]=[CH:3][CH:4]=[CH:5][CH:6]=3)[N:24]=[N:23]2)[S:26][C:27]=1[C:31]([O:33][CH2:34][CH3:35])=[O:32]. The yield is 0.620. No catalyst specified. The reactants are [C:1]1([CH2:7][CH2:8][CH2:9][C:10]#C)[CH:6]=[CH:5][CH:4]=[CH:3][CH:2]=1.C1(CCC#C)C=CC=CC=1.[N:22]([C:25]1[S:26][C:27]([C:31]([O:33][CH2:34][CH3:35])=[O:32])=[C:28]([CH3:30])[N:29]=1)=[N+:23]=[N-:24]. (8) The reactants are [NH2:1][C:2]1[CH:10]=[CH:9][C:8]2[N:7]([S:11]([CH2:14][CH3:15])(=[O:13])=[O:12])[C:6]3[CH2:16][CH2:17][N:18]([C:20]([O:22][C:23]([CH3:26])([CH3:25])[CH3:24])=[O:21])[CH2:19][C:5]=3[C:4]=2[CH:3]=1.[N:27]1([C:32](Cl)=[O:33])[CH2:31][CH2:30][CH2:29][CH2:28]1.C(N(CC)CC)C. The catalyst is C(#N)C. The product is [CH2:14]([S:11]([N:7]1[C:8]2[CH:9]=[CH:10][C:2]([NH:1][C:32]([N:27]3[CH2:31][CH2:30][CH2:29][CH2:28]3)=[O:33])=[CH:3][C:4]=2[C:5]2[CH2:19][N:18]([C:20]([O:22][C:23]([CH3:25])([CH3:24])[CH3:26])=[O:21])[CH2:17][CH2:16][C:6]1=2)(=[O:13])=[O:12])[CH3:15]. The yield is 0.920.